This data is from Forward reaction prediction with 1.9M reactions from USPTO patents (1976-2016). The task is: Predict the product of the given reaction. Given the reactants C[N+]1([O-])CCOCC1.[CH3:9][C:10]([C@@H:15]1[CH2:20][CH2:19][O:18][C:17]([CH3:22])([CH3:21])[O:16]1)([CH:12]([OH:14])[CH3:13])[CH3:11], predict the reaction product. The product is: [CH3:11][C:10]([C@@H:15]1[CH2:20][CH2:19][O:18][C:17]([CH3:22])([CH3:21])[O:16]1)([C:12](=[O:14])[CH3:13])[CH3:9].